Task: Predict the product of the given reaction.. Dataset: Forward reaction prediction with 1.9M reactions from USPTO patents (1976-2016) (1) The product is: [CH2:9]([NH:12][C:2]1[CH:7]=[C:6]([Cl:8])[N:5]=[CH:4][N:3]=1)[CH:10]=[CH2:11]. Given the reactants Cl[C:2]1[CH:7]=[C:6]([Cl:8])[N:5]=[CH:4][N:3]=1.[CH2:9]([NH2:12])[CH:10]=[CH2:11], predict the reaction product. (2) Given the reactants [CH3:1][O:2][C:3]1[CH:8]=[C:7]([NH2:9])[CH:6]=[CH:5][N:4]=1.[B-](F)(F)(F)[F:11].[B-](F)(F)(F)F.C1[N+]2(CCl)CC[N+](F)(CC2)C1.O, predict the reaction product. The product is: [F:11][C:8]1[C:3]([O:2][CH3:1])=[N:4][CH:5]=[CH:6][C:7]=1[NH2:9]. (3) Given the reactants [C:1]([O:5][C:6]([N:8]1[CH2:12][C@H:11]([S:13][CH2:14][C:15]2[CH:20]=[CH:19][C:18]([O:21][CH3:22])=[CH:17][CH:16]=2)[CH2:10][C@H:9]1[CH:23]=[CH:24][C:25]([O:27][CH2:28]C)=[O:26])=[O:7])([CH3:4])([CH3:3])[CH3:2].[Mg], predict the reaction product. The product is: [C:1]([O:5][C:6]([N:8]1[CH2:12][C@H:11]([S:13][CH2:14][C:15]2[CH:16]=[CH:17][C:18]([O:21][CH3:22])=[CH:19][CH:20]=2)[CH2:10][C@H:9]1[CH2:23][CH2:24][C:25]([O:27][CH3:28])=[O:26])=[O:7])([CH3:4])([CH3:3])[CH3:2].